From a dataset of Forward reaction prediction with 1.9M reactions from USPTO patents (1976-2016). Predict the product of the given reaction. Given the reactants [O-]Cl=O.[Na+].[CH2:5]([O:12][C:13]([NH:15][C@H:16]([C:20]([O:22][CH2:23][C:24]1[O:28][C:27]([CH:29]=[O:30])=[CH:26][CH:25]=1)=[O:21])[CH:17]([CH3:19])[CH3:18])=[O:14])[C:6]1[CH:11]=[CH:10][CH:9]=[CH:8][CH:7]=1.C([O-])(O)=[O:32].[Na+], predict the reaction product. The product is: [CH2:5]([O:12][C:13]([NH:15][C@H:16]([C:20]([O:22][CH2:23][C:24]1[O:28][C:27]([C:29]([OH:32])=[O:30])=[CH:26][CH:25]=1)=[O:21])[CH:17]([CH3:19])[CH3:18])=[O:14])[C:6]1[CH:7]=[CH:8][CH:9]=[CH:10][CH:11]=1.